Dataset: Blood-brain barrier permeability classification from the B3DB database. Task: Regression/Classification. Given a drug SMILES string, predict its absorption, distribution, metabolism, or excretion properties. Task type varies by dataset: regression for continuous measurements (e.g., permeability, clearance, half-life) or binary classification for categorical outcomes (e.g., BBB penetration, CYP inhibition). Dataset: b3db_classification. (1) The molecule is Cc1onc(-c2c(Cl)cccc2Cl)c1C(=O)N[C@@H]1C(=O)N2[C@H]1SC(C)(C)[C@@H]2C(=O)O. The result is 0 (does not penetrate BBB). (2) The molecule is Cc1ccsc1C(=CCCN1CCC[C@@H](C(=O)O)C1)c1sccc1C. The result is 1 (penetrates BBB).